Dataset: Forward reaction prediction with 1.9M reactions from USPTO patents (1976-2016). Task: Predict the product of the given reaction. Given the reactants [O-]CC.[Na+].[CH2:5]([N:12]1[CH2:17][CH2:16][CH:15]([NH:18][C:19]([NH:21][C@H:22]([C:30](OC)=[O:31])[CH2:23][C:24]2[CH:29]=[CH:28][CH:27]=[CH:26][CH:25]=2)=[O:20])[CH2:14][CH2:13]1)[C:6]1[CH:11]=[CH:10][CH:9]=[CH:8][CH:7]=1, predict the reaction product. The product is: [CH2:23]([CH:22]1[NH:21][C:19](=[O:20])[N:18]([CH:15]2[CH2:16][CH2:17][N:12]([CH2:5][C:6]3[CH:7]=[CH:8][CH:9]=[CH:10][CH:11]=3)[CH2:13][CH2:14]2)[C:30]1=[O:31])[C:24]1[CH:29]=[CH:28][CH:27]=[CH:26][CH:25]=1.